Dataset: Forward reaction prediction with 1.9M reactions from USPTO patents (1976-2016). Task: Predict the product of the given reaction. (1) Given the reactants C([O:3][C:4]([CH:6]1[CH2:10][CH:9]([S:11]([C:14]2[CH:19]=[CH:18][CH:17]=[CH:16][C:15]=2[C:20]([F:23])([F:22])[F:21])(=[O:13])=[O:12])[CH2:8][N:7]1[C:24]1[CH:29]=[CH:28][CH:27]=[C:26]([C:30]([F:33])([F:32])[F:31])[CH:25]=1)=[O:5])C.[OH-].[Li+], predict the reaction product. The product is: [F:22][C:20]([F:21])([F:23])[C:15]1[CH:16]=[CH:17][CH:18]=[CH:19][C:14]=1[S:11]([CH:9]1[CH2:8][N:7]([C:24]2[CH:29]=[CH:28][CH:27]=[C:26]([C:30]([F:33])([F:32])[F:31])[CH:25]=2)[CH:6]([C:4]([OH:5])=[O:3])[CH2:10]1)(=[O:12])=[O:13]. (2) Given the reactants [Cl:1][C:2]1[CH:7]=[CH:6][C:5]([N:8]([CH3:21])[S:9]([C:12]2[CH:13]=[C:14]([CH:18]=[CH:19][CH:20]=2)[C:15](Cl)=[O:16])(=[O:11])=[O:10])=[CH:4][CH:3]=1.[NH2:22][C:23]1[CH:28]=[CH:27][C:26]([Br:29])=[CH:25][C:24]=1[C:30]1[NH:34][C:33](=[O:35])[O:32][N:31]=1, predict the reaction product. The product is: [Br:29][C:26]1[CH:27]=[CH:28][C:23]([NH:22][C:15](=[O:16])[C:14]2[CH:18]=[CH:19][CH:20]=[C:12]([S:9]([N:8]([C:5]3[CH:6]=[CH:7][C:2]([Cl:1])=[CH:3][CH:4]=3)[CH3:21])(=[O:11])=[O:10])[CH:13]=2)=[C:24]([C:30]2[NH:34][C:33](=[O:35])[O:32][N:31]=2)[CH:25]=1. (3) Given the reactants CC1C=CC(S(O[CH2:12][CH:13]([C:15]2[C:24]3[C:19](=[CH:20][CH:21]=[C:22]([O:25][CH3:26])[N:23]=3)[N:18]=[CH:17][C:16]=2[F:27])[OH:14])(=O)=O)=CC=1.C(=O)([O-])[O-].[K+].[K+], predict the reaction product. The product is: [F:27][C:16]1[C:15]([CH:13]2[CH2:12][O:14]2)=[C:24]2[C:19]([CH:20]=[CH:21][C:22]([O:25][CH3:26])=[N:23]2)=[N:18][CH:17]=1. (4) Given the reactants C1([O:7][C:8](=O)[NH:9][C:10]2[S:14][N:13]=[C:12]([O:15][CH2:16][C:17]3[C:22]([F:23])=[CH:21][C:20]([Br:24])=[C:19]([F:25])[C:18]=3[F:26])[C:11]=2[C:27](=[O:29])[NH2:28])C=CC=CC=1.[CH3:31][N:32]1[CH2:37][CH2:36][N:35]([CH2:38][CH2:39][CH2:40][NH2:41])[CH2:34][CH2:33]1, predict the reaction product. The product is: [Br:24][C:20]1[CH:21]=[C:22]([F:23])[C:17]([CH2:16][O:15][C:12]2[C:11]([C:27]([NH2:28])=[O:29])=[C:10]([NH:9][C:8]([NH:41][CH2:40][CH2:39][CH2:38][N:35]3[CH2:34][CH2:33][N:32]([CH3:31])[CH2:37][CH2:36]3)=[O:7])[S:14][N:13]=2)=[C:18]([F:26])[C:19]=1[F:25]. (5) Given the reactants [C:1]([Si:5]([O:8][CH:9]1[CH2:14][CH2:13][CH:12]([O:15][C:16]2[CH:21]=[CH:20][C:19]([Cl:22])=[CH:18][C:17]=2[N+:23]([O-])=O)[CH2:11][CH2:10]1)([CH3:7])[CH3:6])([CH3:4])([CH3:3])[CH3:2].C(=O)(O)[O-].[Na+], predict the reaction product. The product is: [C:1]([Si:5]([CH3:7])([CH3:6])[O:8][CH:9]1[CH2:14][CH2:13][CH:12]([O:15][C:16]2[CH:21]=[CH:20][C:19]([Cl:22])=[CH:18][C:17]=2[NH2:23])[CH2:11][CH2:10]1)([CH3:4])([CH3:3])[CH3:2].[NH2:23][C:17]1[CH:18]=[C:19]([Cl:22])[CH:20]=[CH:21][C:16]=1[O:15][CH:12]1[CH2:13][CH2:14][CH:9]([OH:8])[CH2:10][CH2:11]1. (6) The product is: [F:12][C:4]1[CH:5]=[C:6]([S:8]([CH3:11])(=[O:10])=[O:9])[CH:7]=[C:2]([F:1])[C:3]=1[NH:13][C@H:14]1[CH2:19][CH2:18][CH2:17][N:16]([CH:20]2[CH2:21][CH2:22][N:23]([C:34]#[N:33])[CH2:24][CH2:25]2)[C:15]1=[O:26]. Given the reactants [F:1][C:2]1[CH:7]=[C:6]([S:8]([CH3:11])(=[O:10])=[O:9])[CH:5]=[C:4]([F:12])[C:3]=1[NH:13][C@H:14]1[CH2:19][CH2:18][CH2:17][N:16]([CH:20]2[CH2:25][CH2:24][NH:23][CH2:22][CH2:21]2)[C:15]1=[O:26].C(=O)([O-])[O-].[K+].[K+].[N:33]#[C:34]Br.[OH-].[Na+], predict the reaction product. (7) Given the reactants [C:1]([O:5][C:6]([N:8]1[C@H:12]([C:13](=[O:44])[NH:14][C@:15]2([C:20]([NH:22][S:23]([C:26]3([CH2:29][CH2:30][CH2:31][CH2:32][CH2:33][CH2:34][CH2:35][CH2:36][CH2:37][CH2:38][CH2:39][C:40]([O:42]C)=[O:41])[CH2:28][CH2:27]3)(=[O:25])=[O:24])=[O:21])[CH2:17][C@H:16]2[CH:18]=[CH2:19])[CH2:11][C@@H:10]([O:45][C:46]([N:48]2[CH2:56][C:55]3[C:50](=[CH:51][CH:52]=[CH:53][C:54]=3[F:57])[CH2:49]2)=[O:47])[CH2:9]1)=[O:7])([CH3:4])([CH3:3])[CH3:2].O.[OH-].[Li+], predict the reaction product. The product is: [C:1]([O:5][C:6]([N:8]1[C@H:12]([C:13](=[O:44])[NH:14][C@:15]2([C:20]([NH:22][S:23]([C:26]3([CH2:29][CH2:30][CH2:31][CH2:32][CH2:33][CH2:34][CH2:35][CH2:36][CH2:37][CH2:38][CH2:39][C:40]([OH:42])=[O:41])[CH2:28][CH2:27]3)(=[O:25])=[O:24])=[O:21])[CH2:17][C@H:16]2[CH:18]=[CH2:19])[CH2:11][C@@H:10]([O:45][C:46]([N:48]2[CH2:56][C:55]3[C:50](=[CH:51][CH:52]=[CH:53][C:54]=3[F:57])[CH2:49]2)=[O:47])[CH2:9]1)=[O:7])([CH3:2])([CH3:3])[CH3:4].